From a dataset of Full USPTO retrosynthesis dataset with 1.9M reactions from patents (1976-2016). Predict the reactants needed to synthesize the given product. (1) Given the product [F:1][C@@H:2]1[CH2:6][N:5]([C:7]2[CH:8]=[CH:9][C:10]([NH2:13])=[N:11][CH:12]=2)[C@@H:4]([C:16]2[CH:21]=[C:20]([F:22])[CH:19]=[CH:18][C:17]=2[O:23][C@H:24]2[CH2:28][CH2:27][O:26][CH2:25]2)[CH2:3]1, predict the reactants needed to synthesize it. The reactants are: [F:1][C@@H:2]1[CH2:6][N:5]([C:7]2[CH:8]=[CH:9][C:10]([N+:13]([O-])=O)=[N:11][CH:12]=2)[C@@H:4]([C:16]2[CH:21]=[C:20]([F:22])[CH:19]=[CH:18][C:17]=2[O:23][C@H:24]2[CH2:28][CH2:27][O:26][CH2:25]2)[CH2:3]1. (2) Given the product [F:30][C:3]([F:2])([F:29])[C:4]([NH:6][CH2:7][C:8]1[CH:13]=[CH:12][C:11]([O:14][CH2:15][CH2:16][C:17]2[CH:22]=[CH:21][CH:20]=[CH:19][CH:18]=2)=[C:10]([CH:23]2[CH2:24][CH2:25][N:26]([C:45]([C:37]3[C:38]4[C:43](=[C:42]([CH3:44])[CH:41]=[CH:40][CH:39]=4)[N:35]([CH2:34][CH2:33][O:32][CH3:31])[CH:36]=3)=[O:46])[CH2:27][CH2:28]2)[CH:9]=1)=[O:5], predict the reactants needed to synthesize it. The reactants are: Cl.[F:2][C:3]([F:30])([F:29])[C:4]([NH:6][CH2:7][C:8]1[CH:13]=[CH:12][C:11]([O:14][CH2:15][CH2:16][C:17]2[CH:22]=[CH:21][CH:20]=[CH:19][CH:18]=2)=[C:10]([CH:23]2[CH2:28][CH2:27][NH:26][CH2:25][CH2:24]2)[CH:9]=1)=[O:5].[CH3:31][O:32][CH2:33][CH2:34][N:35]1[C:43]2[C:38](=[CH:39][CH:40]=[CH:41][C:42]=2[CH3:44])[C:37]([C:45](O)=[O:46])=[CH:36]1. (3) Given the product [Br:1][C:2]1[C:3]([F:11])=[C:4]([CH:8]=[CH:9][CH:10]=1)[C:5]([NH:16][CH2:15][CH2:14][O:13][CH3:12])=[O:7], predict the reactants needed to synthesize it. The reactants are: [Br:1][C:2]1[C:3]([F:11])=[C:4]([CH:8]=[CH:9][CH:10]=1)[C:5]([OH:7])=O.[CH3:12][O:13][CH2:14][CH2:15][NH2:16]. (4) Given the product [CH3:13][O:14][CH2:15][C:5]([O:6][CH2:7][CH2:10][NH:19][CH3:20])=[O:11], predict the reactants needed to synthesize it. The reactants are: OCCN(C)[C:5](=[O:11])[O:6][C:7]([CH3:10])(C)C.[CH3:13][O:14][CH2:15]C(Cl)=O.[N:19]1C=CC=C[CH:20]=1. (5) Given the product [Cl:30][C:31]1[S:35][C:34]([S:36]([NH:20][CH:4]([C:5]2[N:9]([S:10]([C:13]3[CH:14]=[CH:15][C:16]([CH3:19])=[CH:17][CH:18]=3)(=[O:12])=[O:11])[N:8]=[CH:7][CH:6]=2)[CH:3]([CH2:1][CH3:2])[CH2:21][CH3:22])(=[O:38])=[O:37])=[CH:33][CH:32]=1, predict the reactants needed to synthesize it. The reactants are: [CH2:1]([CH:3]([CH2:21][CH3:22])[CH:4]([NH2:20])[C:5]1[N:9]([S:10]([C:13]2[CH:18]=[CH:17][C:16]([CH3:19])=[CH:15][CH:14]=2)(=[O:12])=[O:11])[N:8]=[CH:7][CH:6]=1)[CH3:2].C(N(CC)CC)C.[Cl:30][C:31]1[S:35][C:34]([S:36](Cl)(=[O:38])=[O:37])=[CH:33][CH:32]=1. (6) Given the product [CH3:20][O:19][C:17](=[O:18])[CH2:16][O:10][C:8]1[CH:9]=[C:4]([CH:1]([CH3:3])[CH3:2])[C:5]([S:12][C:13]#[N:14])=[CH:6][C:7]=1[CH3:11], predict the reactants needed to synthesize it. The reactants are: [CH:1]([C:4]1[C:5]([S:12][C:13]#[N:14])=[CH:6][C:7]([CH3:11])=[C:8]([OH:10])[CH:9]=1)([CH3:3])[CH3:2].Br[CH2:16][C:17]([O:19][CH3:20])=[O:18].C(=O)([O-])[O-].[Cs+].[Cs+].C(O)C(N)(CO)CO.